Dataset: Catalyst prediction with 721,799 reactions and 888 catalyst types from USPTO. Task: Predict which catalyst facilitates the given reaction. The catalyst class is: 6. Reactant: [N:1]1[CH:6]=[CH:5][CH:4]=[C:3]([C:7]2[CH:13]=[CH:12][C:10]([NH2:11])=[CH:9][CH:8]=2)[CH:2]=1.Cl.N([O-])=O.[Na+:18].S([NH2:23])(=O)(=O)O.[NH2:24][C:25]1[C:34]2[C:29](=[CH:30][CH:31]=[CH:32][CH:33]=2)[C:28]([S:35]([OH:38])(=[O:37])=[O:36])=[CH:27][CH:26]=1.[OH-].[Na+].[Cl-].[Na+]. Product: [Na+:18].[NH2:24][C:25]1[C:34]2[C:29](=[CH:30][CH:31]=[CH:32][CH:33]=2)[C:28]([S:35]([O-:38])(=[O:36])=[O:37])=[CH:27][C:26]=1[N:23]=[N:11][C:10]1[CH:12]=[CH:13][C:7]([C:3]2[CH:2]=[N:1][CH:6]=[CH:5][CH:4]=2)=[CH:8][CH:9]=1.